From a dataset of Forward reaction prediction with 1.9M reactions from USPTO patents (1976-2016). Predict the product of the given reaction. (1) Given the reactants [Br:1][C:2]1[CH:7]=[CH:6][C:5]([Cl:8])=[CH:4][C:3]=1[CH2:9][CH2:10][OH:11].C(N(CC)CC)C.[CH3:19][S:20](Cl)(=[O:22])=[O:21], predict the reaction product. The product is: [CH3:19][S:20]([O:11][CH2:10][CH2:9][C:3]1[CH:4]=[C:5]([Cl:8])[CH:6]=[CH:7][C:2]=1[Br:1])(=[O:22])=[O:21]. (2) The product is: [Cl:1][C:2]1[CH:7]=[CH:6][C:5]([C@:8]2([OH:16])[CH2:13][CH2:12][N:11]([C:18]([O:20][CH2:21][CH3:22])=[O:19])[CH2:10][C:9]2([CH3:14])[CH3:15])=[CH:4][CH:3]=1. Given the reactants [Cl:1][C:2]1[CH:7]=[CH:6][C:5]([C@:8]2([OH:16])[CH2:13][CH2:12][NH:11][CH2:10][C:9]2([CH3:15])[CH3:14])=[CH:4][CH:3]=1.Cl[C:18]([O:20][CH2:21][CH3:22])=[O:19], predict the reaction product.